Dataset: Catalyst prediction with 721,799 reactions and 888 catalyst types from USPTO. Task: Predict which catalyst facilitates the given reaction. Reactant: Cl.[Cl:2][C:3]1[CH:8]=[CH:7][C:6]([C@H:9]2[N:16]3[C:12]([S:13][C:14]([C:20]([N:22]([CH:25]4[CH2:28][N:27]([CH2:29][C@H:30]5[CH2:34][O:33]C(C)(C)[O:31]5)[CH2:26]4)[CH2:23][CH3:24])=[O:21])=[C:15]3[CH:17]([CH3:19])[CH3:18])=[N:11][C@:10]2([C:38]2[CH:43]=[CH:42][C:41]([Cl:44])=[CH:40][CH:39]=2)[CH3:37])=[CH:5][CH:4]=1.[OH-].[Na+]. Product: [Cl:2][C:3]1[CH:4]=[CH:5][C:6]([C@H:9]2[N:16]3[C:12]([S:13][C:14]([C:20]([N:22]([CH:25]4[CH2:28][N:27]([CH2:29][C@H:30]([OH:31])[CH2:34][OH:33])[CH2:26]4)[CH2:23][CH3:24])=[O:21])=[C:15]3[CH:17]([CH3:18])[CH3:19])=[N:11][C@:10]2([C:38]2[CH:39]=[CH:40][C:41]([Cl:44])=[CH:42][CH:43]=2)[CH3:37])=[CH:7][CH:8]=1. The catalyst class is: 5.